This data is from Catalyst prediction with 721,799 reactions and 888 catalyst types from USPTO. The task is: Predict which catalyst facilitates the given reaction. (1) Reactant: [C:1]1([CH2:7][CH2:8][CH2:9][CH2:10][CH2:11][CH2:12]O)[CH:6]=[CH:5][CH:4]=[CH:3][CH:2]=1.C1C=CC(P(C2C=CC=CC=2)C2C=CC=CC=2)=CC=1.N1C=CN=C1.[I:38]I. Product: [I:38][CH2:12][CH2:11][CH2:10][CH2:9][CH2:8][CH2:7][C:1]1[CH:6]=[CH:5][CH:4]=[CH:3][CH:2]=1. The catalyst class is: 691. (2) The catalyst class is: 26. Product: [CH3:9][C:5]1[CH:6]=[C:7]([CH3:8])[N:3]([CH2:2][N:13]([CH2:2][N:3]2[C:7]([CH3:8])=[CH:6][C:5]([CH3:9])=[N:4]2)[CH:10]([CH3:12])[CH3:11])[N:4]=1. Reactant: O[CH2:2][N:3]1[C:7]([CH3:8])=[CH:6][C:5]([CH3:9])=[N:4]1.[CH:10]([NH2:13])([CH3:12])[CH3:11]. (3) Reactant: [C:1]1([C:7]2[CH:31]=[CH:30][C:10]([C:11]([N:13]3[C:19]4[CH:20]=[CH:21][CH:22]=[CH:23][C:18]=4[CH2:17][N:16]4[C:24]([C:27](O)=[O:28])=[CH:25][CH:26]=[C:15]4[CH2:14]3)=[O:12])=[CH:9][C:8]=2[CH3:32])[CH2:6][CH2:5][CH2:4][CH2:3][CH:2]=1.Cl.[CH2:34]([O:36][C:37](=[O:48])[C@H:38]([CH2:40][C:41]1[CH:46]=[CH:45][C:44]([OH:47])=[CH:43][CH:42]=1)[NH2:39])[CH3:35].ON1C2C=CC=CC=2N=N1.Cl.C(N=C=N)C.C(N(CC)C(C)C)(C)C. Product: [CH2:34]([O:36][C:37](=[O:48])[C@@H:38]([NH:39][C:27]([C:24]1[N:16]2[C:15]([CH2:14][N:13]([C:11](=[O:12])[C:10]3[CH:30]=[CH:31][C:7]([C:1]4[CH2:6][CH2:5][CH2:4][CH2:3][CH:2]=4)=[C:8]([CH3:32])[CH:9]=3)[C:19]3[CH:20]=[CH:21][CH:22]=[CH:23][C:18]=3[CH2:17]2)=[CH:26][CH:25]=1)=[O:28])[CH2:40][C:41]1[CH:42]=[CH:43][C:44]([OH:47])=[CH:45][CH:46]=1)[CH3:35]. The catalyst class is: 13. (4) Reactant: C[O:2][C:3]([C:5]1[CH:15]=[N:14][C:8]2[S:9][CH2:10][C:11](=[O:13])[NH:12][C:7]=2[CH:6]=1)=[O:4].[OH-].[Na+]. Product: [O:13]=[C:11]1[CH2:10][S:9][C:8]2[N:14]=[CH:15][C:5]([C:3]([OH:4])=[O:2])=[CH:6][C:7]=2[NH:12]1. The catalyst class is: 7. (5) Reactant: [CH3:1][O:2][C:3](=[O:30])[CH2:4][CH2:5][C@H:6]([C@@H:8]1[C@:25]2([CH3:26])[C@H:11]([C@H:12]3[C@H:22]([CH2:23][CH2:24]2)[C@:20]2([CH3:21])[C:15]([C:16]([CH3:29])([CH3:28])[C:17](=[O:27])[CH2:18][CH2:19]2)=[CH:14][CH2:13]3)[CH2:10][CH2:9]1)[CH3:7].[BH4-].[Na+]. Product: [CH3:1][O:2][C:3](=[O:30])[CH2:4][CH2:5][C@H:6]([C@@H:8]1[C@:25]2([CH3:26])[C@H:11]([C@H:12]3[C@H:22]([CH2:23][CH2:24]2)[C@:20]2([CH3:21])[C:15]([C:16]([CH3:29])([CH3:28])[C@@H:17]([OH:27])[CH2:18][CH2:19]2)=[CH:14][CH2:13]3)[CH2:10][CH2:9]1)[CH3:7]. The catalyst class is: 5. (6) Reactant: [N+:1]([C:4]1[CH:11]=[CH:10][C:7]([C:8]#[N:9])=[CH:6][CH:5]=1)([O-:3])=[O:2].C(=O)([O-])[O-].[K+].[K+].Cl.[NH2:19][OH:20]. Product: [OH:20][N:19]=[C:8]([NH2:9])[C:7]1[CH:6]=[CH:5][C:4]([N+:1]([O-:3])=[O:2])=[CH:11][CH:10]=1. The catalyst class is: 162. (7) Reactant: C([N:4]1[C:12]2[C:7](=[CH:8][CH:9]=[C:10](Br)[CH:11]=2)[CH:6]=[N:5]1)(=O)C.[CH:14]1([CH2:17][NH:18][C:19](=[O:35])[C:20]2[CH:25]=[CH:24][CH:23]=[C:22](B3OC(C)(C)C(C)(C)O3)[CH:21]=2)[CH2:16]C1.[C:36](=O)([O-])[O-].[Na+].[Na+].Cl. Product: [CH:17]1([NH:18][C:19](=[O:35])[C:20]2[CH:21]=[CH:22][C:23]([CH3:36])=[C:24]([C:10]3[CH:11]=[C:12]4[C:7]([CH:6]=[N:5][NH:4]4)=[CH:8][CH:9]=3)[CH:25]=2)[CH2:14][CH2:16]1. The catalyst class is: 57.